This data is from Merck oncology drug combination screen with 23,052 pairs across 39 cell lines. The task is: Regression. Given two drug SMILES strings and cell line genomic features, predict the synergy score measuring deviation from expected non-interaction effect. Drug 1: COC12C(COC(N)=O)C3=C(C(=O)C(C)=C(N)C3=O)N1CC1NC12. Drug 2: CCc1cnn2c(NCc3ccc[n+]([O-])c3)cc(N3CCCCC3CCO)nc12. Cell line: A427. Synergy scores: synergy=4.63.